Dataset: Retrosynthesis with 50K atom-mapped reactions and 10 reaction types from USPTO. Task: Predict the reactants needed to synthesize the given product. (1) Given the product CCOC(=O)/C=C/c1cc(Cl)c(C(=O)n2ccc3cnccc32)c(Cl)c1, predict the reactants needed to synthesize it. The reactants are: C=CC(=O)OCC.O=C(c1c(Cl)cc(Br)cc1Cl)n1ccc2cnccc21. (2) Given the product CCOC(=O)CCN(C)Cc1ccc(NC(=O)C2=Cc3cc(-c4ccc(N5CCOCC5)cc4)ccc3S(=O)(=O)CC2)cc1, predict the reactants needed to synthesize it. The reactants are: CCOC(=O)CCN(C)Cc1ccc(N)cc1.O=C(O)C1=Cc2cc(-c3ccc(N4CCOCC4)cc3)ccc2S(=O)(=O)CC1. (3) Given the product Cc1cnc(N2CCN(C(=O)c3ccc(N4CN(C(=O)OC(C)(C)C)CC4=O)cc3)CC2)c(C)c1, predict the reactants needed to synthesize it. The reactants are: CC(C)(C)OC(=O)N1CNC(=O)C1.Cc1cnc(N2CCN(C(=O)c3ccc(I)cc3)CC2)c(C)c1.